This data is from Catalyst prediction with 721,799 reactions and 888 catalyst types from USPTO. The task is: Predict which catalyst facilitates the given reaction. (1) Reactant: [Cl:1][C:2]1[CH:8]=[CH:7][CH:6]=[CH:5][C:3]=1[NH2:4].ClOC(C)(C)C.[CH3:15][S:16][CH2:17][C:18](=O)[CH3:19].C(N(CC)CC)C. Product: [Cl:1][C:2]1[CH:8]=[CH:7][CH:6]=[C:5]2[C:3]=1[NH:4][C:18]([CH3:19])=[C:17]2[S:16][CH3:15]. The catalyst class is: 46. (2) Reactant: [C:1](Cl)(=[O:5])[C:2](Cl)=[O:3].[CH3:7][NH2:8].[Br:9][C:10]1[CH:32]=[CH:31][C:13]2[N:14]([C:27]([CH3:30])([CH3:29])[CH3:28])[C:15]([C:17]3[CH:26]=[CH:25][CH:24]=[CH:23][C:18]=3[C:19]([NH:21]O)=[NH:20])=[N:16][C:12]=2[CH:11]=1. Product: [CH3:7][NH:8][C:2]([C:1]1[O:5][N:21]=[C:19]([C:18]2[CH:23]=[CH:24][CH:25]=[CH:26][C:17]=2[C:15]2[N:14]([C:27]([CH3:30])([CH3:29])[CH3:28])[C:13]3[CH:31]=[CH:32][C:10]([Br:9])=[CH:11][C:12]=3[N:16]=2)[N:20]=1)=[O:3]. The catalyst class is: 859. (3) Reactant: Cl.[C:2]([O:6][C:7](=[O:11])[CH2:8][NH:9][CH3:10])([CH3:5])([CH3:4])[CH3:3].C(N(CC)CC)C.Br[CH2:20][C:21]1[CH:22]=[C:23]([CH:26]=[CH:27][CH:28]=1)[C:24]#[N:25].O. Product: [C:2]([O:6][C:7](=[O:11])[CH2:8][N:9]([CH2:20][C:21]1[CH:28]=[CH:27][CH:26]=[C:23]([C:24]#[N:25])[CH:22]=1)[CH3:10])([CH3:5])([CH3:4])[CH3:3]. The catalyst class is: 10. (4) Reactant: [F:1][C:2]1[CH:3]=[C:4]([NH:23]C(=O)C)[CH:5]=[CH:6][C:7]=1[O:8][C:9]1[CH:14]=[CH:13][N:12]=[C:11]([NH:15][C:16]2[CH:21]=[CH:20][C:19]([F:22])=[CH:18][CH:17]=2)[CH:10]=1.Cl. Product: [NH2:23][C:4]1[CH:5]=[CH:6][C:7]([O:8][C:9]2[CH:14]=[CH:13][N:12]=[C:11]([NH:15][C:16]3[CH:17]=[CH:18][C:19]([F:22])=[CH:20][CH:21]=3)[CH:10]=2)=[C:2]([F:1])[CH:3]=1. The catalyst class is: 5. (5) Reactant: C[O:2][C:3]([C:5]1[CH:6]=[C:7]([CH:10]=[CH:11][C:12]=1[N+:13]([O-:15])=[O:14])[CH2:8][OH:9])=O.[NH3:16]. Product: [OH:9][CH2:8][C:7]1[CH:10]=[CH:11][C:12]([N+:13]([O-:15])=[O:14])=[C:5]([CH:6]=1)[C:3]([NH2:16])=[O:2]. The catalyst class is: 5. (6) Reactant: [CH3:1][N:2]([CH3:21])[CH2:3][CH2:4][O:5][C:6]1[CH:7]=[C:8]([NH:13]C(=O)OC(C)(C)C)[CH:9]=[CH:10][C:11]=1[CH3:12].[OH-].[Na+]. Product: [CH3:1][N:2]([CH3:21])[CH2:3][CH2:4][O:5][C:6]1[CH:7]=[C:8]([CH:9]=[CH:10][C:11]=1[CH3:12])[NH2:13]. The catalyst class is: 33.